From a dataset of Forward reaction prediction with 1.9M reactions from USPTO patents (1976-2016). Predict the product of the given reaction. Given the reactants [F:1][CH:2]([F:18])[CH:3]([N:9]1[CH2:17][C:16]2[C:11](=[N:12][CH:13]=[CH:14][CH:15]=2)[CH2:10]1)[CH2:4][C:5](OC)=[O:6].O.[NH2:20][NH2:21], predict the reaction product. The product is: [F:1][CH:2]([F:18])[CH:3]([N:9]1[CH2:17][C:16]2[C:11](=[N:12][CH:13]=[CH:14][CH:15]=2)[CH2:10]1)[CH2:4][C:5]([NH:20][NH2:21])=[O:6].